From a dataset of Reaction yield outcomes from USPTO patents with 853,638 reactions. Predict the reaction yield, written as a fraction of the theoretical maximum amount of product (1.0 means a 100% yield; for example, 0.34 means a 34% yield). (1) The reactants are Cl[C:2]1[CH:7]=[C:6]([C:8]2[C:13]([CH3:14])=[CH:12][C:11]([CH3:15])=[CH:10][N:9]=2)[C:5]([Cl:16])=[CH:4][N:3]=1.[F-].[Cs+].[N:19]1[C:27]2[CH2:26][CH2:25][NH:24][CH2:23][C:22]=2[S:21][C:20]=1[NH2:28].C(OCC)(=O)C. The catalyst is CS(C)=O.O. The product is [Cl:16][C:5]1[C:6]([C:8]2[C:13]([CH3:14])=[CH:12][C:11]([CH3:15])=[CH:10][N:9]=2)=[CH:7][C:2]([N:24]2[CH2:25][CH2:26][C:27]3[N:19]=[C:20]([NH2:28])[S:21][C:22]=3[CH2:23]2)=[N:3][CH:4]=1. The yield is 0.378. (2) The reactants are [C:1]([O:5][C:6]([N:8]1[CH2:13][CH2:12][C:11]([CH:20]2[CH2:25][CH2:24][CH2:23][CH2:22][CH2:21]2)([CH:14]=[CH:15][C:16]([O:18][CH3:19])=[O:17])[CH2:10][CH2:9]1)=[O:7])([CH3:4])([CH3:3])[CH3:2]. The product is [C:1]([O:5][C:6]([N:8]1[CH2:13][CH2:12][C:11]([CH:20]2[CH2:21][CH2:22][CH2:23][CH2:24][CH2:25]2)([CH2:14][CH2:15][C:16]([O:18][CH3:19])=[O:17])[CH2:10][CH2:9]1)=[O:7])([CH3:4])([CH3:2])[CH3:3]. The yield is 0.970. The catalyst is CO.[Pd]. (3) The reactants are C(=O)([O-])[O-].[Ca+2].[C:6](Cl)(Cl)=[S:7].[Cl:10][C:11]1[CH:12]=[C:13]([CH:15]=[C:16]([Cl:19])[C:17]=1[I:18])[NH2:14].Cl. The catalyst is ClCCl.O. The product is [Cl:10][C:11]1[CH:12]=[C:13]([N:14]=[C:6]=[S:7])[CH:15]=[C:16]([Cl:19])[C:17]=1[I:18]. The yield is 0.650. (4) The reactants are [OH:1][C:2]1[C:11]2[C:6](=[CH:7][CH:8]=[CH:9][CH:10]=2)[C:5]([NH:17][C:18](=[O:28])[CH2:19][NH:20]C(=O)OC(C)(C)C)([CH2:12][CH2:13][CH:14]([CH3:16])[CH3:15])[C:4](=[O:29])[C:3]=1[C:30]1[NH:35][C:34]2[CH:36]=[CH:37][C:38]([NH:40][S:41]([CH3:44])(=[O:43])=[O:42])=[CH:39][C:33]=2[S:32](=[O:46])(=[O:45])[N:31]=1.Cl. The catalyst is O1CCOCC1. The product is [NH2:20][CH2:19][C:18]([NH:17][C:5]1([CH2:12][CH2:13][CH:14]([CH3:16])[CH3:15])[C:6]2[C:11](=[CH:10][CH:9]=[CH:8][CH:7]=2)[C:2]([OH:1])=[C:3]([C:30]2[NH:35][C:34]3[CH:36]=[CH:37][C:38]([NH:40][S:41]([CH3:44])(=[O:42])=[O:43])=[CH:39][C:33]=3[S:32](=[O:45])(=[O:46])[N:31]=2)[C:4]1=[O:29])=[O:28]. The yield is 0.970. (5) The reactants are [CH:1]([O:4][C:5]1[CH:6]=[C:7]([CH:20]=[C:21]([CH2:23][OH:24])[CH:22]=1)[C:8]([NH:10][C:11]1[CH:16]=[CH:15][C:14]([C:17]([OH:19])=[O:18])=[CH:13][N:12]=1)=[O:9])([CH3:3])[CH3:2].CC(OI1(OC(C)=O)(OC(C)=O)OC(=O)C2C=CC=CC1=2)=[O:27].C(=O)([O-])[O-].[K+].[K+]. The catalyst is C1COCC1. The product is [CH:1]([O:4][C:5]1[CH:6]=[C:7]([CH:20]=[C:21]([C:23]([OH:27])=[O:24])[CH:22]=1)[C:8]([NH:10][C:11]1[CH:16]=[CH:15][C:14]([C:17]([OH:19])=[O:18])=[CH:13][N:12]=1)=[O:9])([CH3:3])[CH3:2]. The yield is 0.930. (6) The reactants are [Br:1][C:2]1[CH:7]=[C:6]([Cl:8])[CH:5]=[CH:4][C:3]=1[OH:9].[F:10][C:11]([F:22])([F:21])[CH2:12]OS(C(F)(F)F)(=O)=O.C(=O)([O-])[O-].[K+].[K+]. The catalyst is CN(C=O)C. The product is [Br:1][C:2]1[CH:7]=[C:6]([Cl:8])[CH:5]=[CH:4][C:3]=1[O:9][CH2:12][C:11]([F:22])([F:21])[F:10]. The yield is 1.00.